The task is: Predict the reactants needed to synthesize the given product.. This data is from Full USPTO retrosynthesis dataset with 1.9M reactions from patents (1976-2016). Given the product [Cl:1][C:2]1[CH:3]=[C:4]2[C:9](=[CH:10][CH:11]=1)[C:8]1([CH2:12][CH2:13][CH2:14][CH2:15]1)[C:7](=[O:16])[C:6]([C:17]([NH:19][CH2:20][C:21]([OH:23])=[O:22])=[O:18])=[C:5]2[OH:28], predict the reactants needed to synthesize it. The reactants are: [Cl:1][C:2]1[CH:3]=[C:4]2[C:9](=[CH:10][CH:11]=1)[C:8]1([CH2:15][CH2:14][CH2:13][CH2:12]1)[C:7](=[O:16])[C:6]([C:17]([NH:19][CH2:20][C:21]([O:23]C(C)(C)C)=[O:22])=[O:18])=[C:5]2[OH:28].